Dataset: Forward reaction prediction with 1.9M reactions from USPTO patents (1976-2016). Task: Predict the product of the given reaction. (1) Given the reactants Cl[CH2:2][CH2:3][CH:4]1[CH2:8][CH2:7][CH:6]=[CH:5]1.[Mg].Cl.[CH3:11][C:12]([CH3:14])=[O:13], predict the reaction product. The product is: [CH:4]1([CH2:3][CH2:2][C:12]([CH3:14])([OH:13])[CH3:11])[CH2:8][CH2:7][CH:6]=[CH:5]1. (2) The product is: [O:25]1[CH:29]=[CH:28][CH:27]=[C:26]1[C:30]1[CH:38]=[CH:37][C:33]([C:34]([N:4]([CH2:5][C:6]2[CH:22]=[CH:21][CH:20]=[CH:19][C:7]=2[O:8][CH2:9][CH2:10][CH2:11][CH2:12][CH2:13][C:14]([O:16][CH2:17][CH3:18])=[O:15])[CH2:3][C:2]([F:23])([F:24])[F:1])=[O:35])=[CH:32][CH:31]=1. Given the reactants [F:1][C:2]([F:24])([F:23])[CH2:3][NH:4][CH2:5][C:6]1[CH:22]=[CH:21][CH:20]=[CH:19][C:7]=1[O:8][CH2:9][CH2:10][CH2:11][CH2:12][CH2:13][C:14]([O:16][CH2:17][CH3:18])=[O:15].[O:25]1[CH:29]=[CH:28][CH:27]=[C:26]1[C:30]1[CH:38]=[CH:37][C:33]([C:34](Cl)=[O:35])=[CH:32][CH:31]=1.CCN(CC)CC, predict the reaction product. (3) Given the reactants [N:1]1[N:2]=[C:3]([C:10]2[CH:19]=[CH:18][C:17]3[C:12](=[C:13]([OH:21])[CH:14]=[C:15](F)[CH:16]=3)[N:11]=2)[N:4]2[CH:9]=[CH:8][CH:7]=[CH:6][C:5]=12.C(=O)([O-])[O-].[Cs+].[Cs+].[O:28]1[C:30]2([CH2:36][CH2:35][CH2:34][N:33]([C:37]([O:39][C:40]([CH3:43])([CH3:42])[CH3:41])=[O:38])[CH2:32][CH2:31]2)[CH2:29]1, predict the reaction product. The product is: [N:1]1[N:2]=[C:3]([C:10]2[CH:19]=[CH:18][C:17]3[C:12](=[C:13]([O:21][CH2:29][C:30]4([OH:28])[CH2:36][CH2:35][CH2:34][N:33]([C:37]([O:39][C:40]([CH3:43])([CH3:42])[CH3:41])=[O:38])[CH2:32][CH2:31]4)[CH:14]=[CH:15][CH:16]=3)[N:11]=2)[N:4]2[CH:9]=[CH:8][CH:7]=[CH:6][C:5]=12. (4) Given the reactants [Na].[C:2]([C:4]1[C:9](=[O:10])[NH:8][C:7]([CH3:11])=[C:6]([C:12]([O:14][CH2:15][CH3:16])=[O:13])[CH:5]=1)#[N:3].Cl[CH2:18][O:19][CH2:20][CH2:21][Si:22]([CH3:25])([CH3:24])[CH3:23].CCN(C(C)C)C(C)C, predict the reaction product. The product is: [C:2]([C:4]1[C:9](=[O:10])[N:8]([CH2:18][O:19][CH2:20][CH2:21][Si:22]([CH3:25])([CH3:24])[CH3:23])[C:7]([CH3:11])=[C:6]([C:12]([O:14][CH2:15][CH3:16])=[O:13])[CH:5]=1)#[N:3]. (5) Given the reactants [N:1]1([C:7]2[CH:8]=[C:9]([OH:23])[CH:10]=[CH:11][C:12]=2[CH:13]2[CH2:18][C:17]([CH3:20])([CH3:19])[CH2:16][C:15]([CH3:22])([CH3:21])[CH2:14]2)[CH2:6][CH2:5][NH:4][CH2:3][CH2:2]1.C(Cl)(Cl)Cl.CO.[C:30](O[C:30]([O:32][C:33]([CH3:36])([CH3:35])[CH3:34])=[O:31])([O:32][C:33]([CH3:36])([CH3:35])[CH3:34])=[O:31], predict the reaction product. The product is: [C:33]([O:32][C:30]([N:4]1[CH2:3][CH2:2][N:1]([C:7]2[CH:8]=[C:9]([OH:23])[CH:10]=[CH:11][C:12]=2[CH:13]2[CH2:14][C:15]([CH3:22])([CH3:21])[CH2:16][C:17]([CH3:19])([CH3:20])[CH2:18]2)[CH2:6][CH2:5]1)=[O:31])([CH3:36])([CH3:35])[CH3:34]. (6) Given the reactants [F:1][C:2]1[CH:3]=[C:4]([C:12]2[C:13]([CH3:50])([CH3:49])[C@H:14]3[C@:27]([CH3:30])([CH2:28][CH:29]=2)[C@@H:26]2[C@:17]([CH3:48])([C@@:18]4([CH3:47])[C@H:23]([CH2:24][CH2:25]2)[C@H:22]2[C@H:31]([C:34]([CH3:36])=[CH2:35])[CH2:32][CH2:33][C@:21]2([C:37]([O:39]CC2C=CC=CC=2)=[O:38])[CH2:20][CH2:19]4)[CH2:16][CH2:15]3)[CH:5]=[CH:6][C:7]=1[C:8]([O:10][CH3:11])=[O:9].C([SiH](C)C)(C)(C)C.CCCC[N+](CCCC)(CCCC)CCCC.[F-], predict the reaction product. The product is: [F:1][C:2]1[CH:3]=[C:4]([C:12]2[C:13]([CH3:50])([CH3:49])[C@H:14]3[C@:27]([CH3:30])([CH2:28][CH:29]=2)[C@@H:26]2[C@:17]([CH3:48])([C@@:18]4([CH3:47])[C@H:23]([CH2:24][CH2:25]2)[C@H:22]2[C@H:31]([C:34]([CH3:36])=[CH2:35])[CH2:32][CH2:33][C@:21]2([C:37]([OH:39])=[O:38])[CH2:20][CH2:19]4)[CH2:16][CH2:15]3)[CH:5]=[CH:6][C:7]=1[C:8]([O:10][CH3:11])=[O:9].